This data is from Retrosynthesis with 50K atom-mapped reactions and 10 reaction types from USPTO. The task is: Predict the reactants needed to synthesize the given product. Given the product CC(C)(C)CNc1nc(Cl)cc(NC(C)(C)C)n1, predict the reactants needed to synthesize it. The reactants are: CC(C)(C)CN.CC(C)(C)Nc1cc(Cl)nc(Cl)n1.